From a dataset of Forward reaction prediction with 1.9M reactions from USPTO patents (1976-2016). Predict the product of the given reaction. (1) Given the reactants [F:1][C:2]1[CH:10]=[CH:9][CH:8]=[C:7]2[C:3]=1[C:4]([CH:12]=[O:13])=[CH:5][N:6]2[CH3:11].[Mn]([O-])(=O)(=O)=[O:15].[K+], predict the reaction product. The product is: [F:1][C:2]1[CH:10]=[CH:9][CH:8]=[C:7]2[C:3]=1[C:4]([C:12]([OH:15])=[O:13])=[CH:5][N:6]2[CH3:11]. (2) Given the reactants [P:1]([O:36]C(C)(C)C)([O:31]C(C)(C)C)([O:3][CH2:4][CH2:5][N:6]([CH3:30])[C:7](=[O:29])[C:8]1[CH:13]=[C:12]([N:14]([CH2:18][CH2:19][Br:20])[CH2:15][CH2:16][Br:17])[C:11]([S:21]([CH2:24][CH3:25])(=[O:23])=[O:22])=[CH:10][C:9]=1[N+:26]([O-:28])=[O:27])=[O:2].C(O)(C(F)(F)F)=O, predict the reaction product. The product is: [P:1]([OH:36])([OH:31])([O:3][CH2:4][CH2:5][N:6]([CH3:30])[C:7](=[O:29])[C:8]1[CH:13]=[C:12]([N:14]([CH2:15][CH2:16][Br:17])[CH2:18][CH2:19][Br:20])[C:11]([S:21]([CH2:24][CH3:25])(=[O:22])=[O:23])=[CH:10][C:9]=1[N+:26]([O-:28])=[O:27])=[O:2]. (3) Given the reactants Cl.[C:2]1(=[O:13])[C:7]2([CH2:12][CH2:11][CH2:10][NH:9][CH2:8]2)[CH2:6][CH2:5][CH2:4][NH:3]1.C(N(CC)CC)C.[F:21][C:22]([F:34])([F:33])[C:23]1[CH:24]=[C:25]([S:29](Cl)(=[O:31])=[O:30])[CH:26]=[CH:27][CH:28]=1, predict the reaction product. The product is: [F:34][C:22]([F:21])([F:33])[C:23]1[CH:24]=[C:25]([S:29]([N:9]2[CH2:10][CH2:11][CH2:12][C:7]3([C:2](=[O:13])[NH:3][CH2:4][CH2:5][CH2:6]3)[CH2:8]2)(=[O:30])=[O:31])[CH:26]=[CH:27][CH:28]=1. (4) Given the reactants [Br:1][C:2]1[CH:7]=[CH:6][C:5]([CH:8]([CH3:13])[C:9]([O:11]C)=[O:10])=[CH:4][CH:3]=1.[OH-].[Li+].Cl, predict the reaction product. The product is: [Br:1][C:2]1[CH:3]=[CH:4][C:5]([CH:8]([CH3:13])[C:9]([OH:11])=[O:10])=[CH:6][CH:7]=1.